Task: Predict the reaction yield, written as a fraction of the theoretical maximum amount of product (1.0 means a 100% yield; for example, 0.34 means a 34% yield).. Dataset: Reaction yield outcomes from USPTO patents with 853,638 reactions (1) The reactants are C([Mg]Cl)=C.[Cl:5][CH2:6][CH2:7][CH2:8][Si:9]([CH3:12])(C)Cl.O1C[CH2:16][CH2:15][CH2:14]1. No catalyst specified. The product is [Cl:5][CH2:6][CH2:7][CH2:8][SiH2:9][CH:12]=[C:15]([CH3:16])[CH3:14]. The yield is 0.920. (2) The reactants are I[C:2]1[N:6]2[CH:7]=[CH:8][C:9]([O:11][CH3:12])=[N:10][C:5]2=[N:4][C:3]=1[CH:13]([CH3:15])[CH3:14].[F:16][C:17]1[CH:18]=[CH:19][C:20]2=[C:21]([CH:37]=1)[O:22][CH2:23][C:24]1[CH:34]=[C:33]([CH:35]=[O:36])[CH:32]=[CH:31][C:25]=1/[C:26]/2=[C:27](/[CH3:30])\[C:28]#[N:29]. No catalyst specified. The product is [F:16][C:17]1[CH:18]=[CH:19][C:20]2=[C:21]([CH:37]=1)[O:22][CH2:23][C:24]1[CH:34]=[C:33]([CH:35]([OH:36])[C:2]3[N:6]4[CH:7]=[CH:8][C:9]([O:11][CH3:12])=[N:10][C:5]4=[N:4][C:3]=3[CH:13]([CH3:15])[CH3:14])[CH:32]=[CH:31][C:25]=1/[C:26]/2=[C:27](/[CH3:30])\[C:28]#[N:29]. The yield is 0.630.